This data is from Full USPTO retrosynthesis dataset with 1.9M reactions from patents (1976-2016). The task is: Predict the reactants needed to synthesize the given product. (1) Given the product [O:1]1[C:5]2[CH:6]=[CH:7][C:8]([C:10]3([C:13]([NH:15][C:16]4[CH:21]=[N:20][C:19]([NH:27][C:26]5[CH:28]=[CH:29][CH:30]=[CH:31][C:25]=5[O:24][CH3:23])=[CH:18][N:17]=4)=[O:14])[CH2:12][CH2:11]3)=[CH:9][C:4]=2[O:3][CH2:2]1, predict the reactants needed to synthesize it. The reactants are: [O:1]1[C:5]2[CH:6]=[CH:7][C:8]([C:10]3([C:13]([NH:15][C:16]4[CH:21]=[N:20][C:19](Br)=[CH:18][N:17]=4)=[O:14])[CH2:12][CH2:11]3)=[CH:9][C:4]=2[O:3][CH2:2]1.[CH3:23][O:24][C:25]1[CH:31]=[CH:30][CH:29]=[CH:28][C:26]=1[NH2:27].CC(C)([O-])C.[K+].O1CCOCC1. (2) Given the product [CH3:31][N:32]([CH3:33])[C:17]([CH:13]1[N:12]([CH3:20])[C:11](=[O:21])[C:10]([OH:22])=[C:9]2[CH:14]1[CH2:15][CH2:16][N:7]([CH2:6][C:5]1[CH:4]=[CH:3][C:2]([F:1])=[CH:25][CH:24]=1)[C:8]2=[O:23])=[O:18], predict the reactants needed to synthesize it. The reactants are: [F:1][C:2]1[CH:25]=[CH:24][C:5]([CH2:6][N:7]2[CH2:16][CH2:15][CH:14]3[C:9](=[C:10]([OH:22])[C:11](=[O:21])[N:12]([CH3:20])[CH:13]3[C:17](O)=[O:18])[C:8]2=[O:23])=[CH:4][CH:3]=1.C(Cl)CCl.Cl.[CH3:31][NH:32][CH3:33].C1C=CC2N(O)N=NC=2C=1.C(N(CC)CC)C.